From a dataset of Peptide-MHC class II binding affinity with 134,281 pairs from IEDB. Regression. Given a peptide amino acid sequence and an MHC pseudo amino acid sequence, predict their binding affinity value. This is MHC class II binding data. (1) The peptide sequence is KAFAEGLSGEPKGGA. The MHC is DRB1_1501 with pseudo-sequence DRB1_1501. The binding affinity (normalized) is 0.366. (2) The peptide sequence is YDKFLKNVSTVLTGK. The MHC is DRB1_1302 with pseudo-sequence DRB1_1302. The binding affinity (normalized) is 0.767. (3) The peptide sequence is INNPTAAAIAYGLDR. The MHC is HLA-DQA10501-DQB10301 with pseudo-sequence HLA-DQA10501-DQB10301. The binding affinity (normalized) is 0.669. (4) The peptide sequence is FPGGKCSGITVSSTY. The MHC is HLA-DPA10201-DPB10501 with pseudo-sequence HLA-DPA10201-DPB10501. The binding affinity (normalized) is 0.0463. (5) The peptide sequence is IRQLERLLQAVVGAG. The MHC is DRB1_0405 with pseudo-sequence DRB1_0405. The binding affinity (normalized) is 0.191. (6) The peptide sequence is SPPVVSFRETVLDKS. The MHC is HLA-DQA10401-DQB10402 with pseudo-sequence HLA-DQA10401-DQB10402. The binding affinity (normalized) is 0.206. (7) The peptide sequence is IRGTSATAAAIQLKC. The MHC is DRB3_0202 with pseudo-sequence DRB3_0202. The binding affinity (normalized) is 0.327.